Dataset: Full USPTO retrosynthesis dataset with 1.9M reactions from patents (1976-2016). Task: Predict the reactants needed to synthesize the given product. (1) Given the product [CH2:38]([O:37][C:35](=[O:36])[NH:1][C:4]1[CH:9]=[CH:8][C:7]([NH:10][CH2:11][C:12]2[CH:17]=[CH:16][C:15]([F:18])=[CH:14][CH:13]=2)=[C:6]([N+:19]([O-:21])=[O:20])[C:5]=1[NH2:22])[CH3:39], predict the reactants needed to synthesize it. The reactants are: [N+:1]([C:4]1[CH:9]=[CH:8][C:7]([NH:10][CH2:11][C:12]2[CH:17]=[CH:16][C:15]([F:18])=[CH:14][CH:13]=2)=[C:6]([N+:19]([O-:21])=[O:20])[C:5]=1[NH2:22])([O-])=O.[Cl-].[NH4+].CCN(C(C)C)C(C)C.Cl[C:35]([O:37][CH2:38][CH3:39])=[O:36]. (2) Given the product [Cl:1][C:2]1[C:3]2[S:10][C:9]([C:11]([NH:14][CH2:15][CH2:16][N:17]3[CH2:22][CH2:21][O:20][CH2:19][CH2:18]3)=[O:12])=[CH:8][C:4]=2[N:5]=[CH:6][N:7]=1, predict the reactants needed to synthesize it. The reactants are: [Cl:1][C:2]1[C:3]2[S:10][C:9]([C:11](Cl)=[O:12])=[CH:8][C:4]=2[N:5]=[CH:6][N:7]=1.[NH2:14][CH2:15][CH2:16][N:17]1[CH2:22][CH2:21][O:20][CH2:19][CH2:18]1. (3) The reactants are: [N+:1]([C:4]1[CH:26]=[C:25]([C:27](=[O:35])[NH:28][CH2:29][CH:30]2[CH2:34][CH2:33][CH2:32][O:31]2)[CH:24]=[CH:23][C:5]=1[CH2:6][N:7]([CH2:15][CH2:16][C:17]1[CH:22]=[CH:21][CH:20]=[CH:19][N:18]=1)[C:8](=[O:14])[O:9][C:10]([CH3:13])([CH3:12])[CH3:11])([O-])=O.O.O.Cl[Sn]Cl. Given the product [NH2:1][C:4]1[CH:26]=[C:25]([C:27](=[O:35])[NH:28][CH2:29][CH:30]2[CH2:34][CH2:33][CH2:32][O:31]2)[CH:24]=[CH:23][C:5]=1[CH2:6][N:7]([CH2:15][CH2:16][C:17]1[CH:22]=[CH:21][CH:20]=[CH:19][N:18]=1)[C:8](=[O:14])[O:9][C:10]([CH3:12])([CH3:13])[CH3:11], predict the reactants needed to synthesize it. (4) The reactants are: [F:1][C:2]1[CH:7]=[C:6]([CH3:8])[C:5]([F:9])=[CH:4][C:3]=1[C:10](=[O:12])[CH3:11].N1C(C)=CC=CC=1C.FC(F)(F)S(O[Si](C)(C)C)(=O)=O.[Br:33]N1C(=O)CCC1=O. Given the product [Br:33][CH2:11][C:10]([C:3]1[CH:4]=[C:5]([F:9])[C:6]([CH3:8])=[CH:7][C:2]=1[F:1])=[O:12], predict the reactants needed to synthesize it. (5) Given the product [F:23][C:22]1[C:16]2[O:15][CH2:14][CH:13]([CH2:12][NH:27][CH2:25][CH3:26])[O:18][C:17]=2[CH:19]=[C:20]([F:24])[CH:21]=1, predict the reactants needed to synthesize it. The reactants are: CC1C=CC(S(O[CH2:12][CH:13]2[O:18][C:17]3[CH:19]=[C:20]([F:24])[CH:21]=[C:22]([F:23])[C:16]=3[O:15][CH2:14]2)(=O)=O)=CC=1.[CH2:25]([NH2:27])[CH3:26]. (6) The reactants are: [CH3:1][O:2][C:3]1[CH:4]=[C:5]([CH:21]=[CH:22][C:23]=1[O:24][CH3:25])[CH2:6][C@H:7]1[C:16]2[C:11](=[CH:12][C:13]([O:19][CH3:20])=[C:14]([O:17][CH3:18])[CH:15]=2)[CH2:10][CH2:9][NH:8]1.Br[CH2:27][C:28](Br)=[O:29].[N:31]1[CH:36]=[CH:35][CH:34]=[CH:33][C:32]=1[CH2:37][NH2:38]. Given the product [CH3:1][O:2][C:3]1[CH:4]=[C:5]([CH:21]=[CH:22][C:23]=1[O:24][CH3:25])[CH2:6][C@H:7]1[C:16]2[C:11](=[CH:12][C:13]([O:19][CH3:20])=[C:14]([O:17][CH3:18])[CH:15]=2)[CH2:10][CH2:9][N:8]1[CH2:27][C:28]([NH:38][CH2:37][C:32]1[CH:33]=[CH:34][CH:35]=[CH:36][N:31]=1)=[O:29], predict the reactants needed to synthesize it. (7) Given the product [CH:1]1([NH:4][C:5]([C:7]2[CH:12]=[C:11]([C:13]3[C:14]([C:27]([NH:62][CH2:63][CH2:64][CH2:65][OH:66])=[O:28])=[CH:15][C:16]([C:19]([NH:21][CH2:22][C:23]([CH3:26])([CH3:24])[CH3:25])=[O:20])=[CH:17][CH:18]=3)[C:10]([CH3:30])=[CH:9][CH:8]=2)=[O:6])[CH2:3][CH2:2]1, predict the reactants needed to synthesize it. The reactants are: [CH:1]1([NH:4][C:5]([C:7]2[CH:8]=[CH:9][C:10]([CH3:30])=[C:11]([C:13]3[C:14]([C:27](O)=[O:28])=[CH:15][C:16]([C:19]([NH:21][CH2:22][C:23]([CH3:26])([CH3:25])[CH3:24])=[O:20])=[CH:17][CH:18]=3)[CH:12]=2)=[O:6])[CH2:3][CH2:2]1.CN(C(ON1N=NC2C=CC=CC1=2)=[N+](C)C)C.F[P-](F)(F)(F)(F)F.CCN(CC)CC.[NH2:62][CH2:63][CH2:64][CH2:65][OH:66].